From a dataset of Forward reaction prediction with 1.9M reactions from USPTO patents (1976-2016). Predict the product of the given reaction. (1) Given the reactants [C:1]([C:3]1[CH:4]=[CH:5][C:6]([NH:12][C:13]([C:15]2[CH:20]=[N:19][C:18]([O:21][CH2:22][CH2:23][CH2:24][CH2:25][CH2:26][CH3:27])=[CH:17][N:16]=2)=[O:14])=[C:7]([CH:11]=1)[C:8]([O-:10])=[O:9])#[N:2].[H][H], predict the reaction product. The product is: [C:1]([C:3]1[CH:4]=[CH:5][C:6]([NH:12][C:13]([C:15]2[CH:20]=[N:19][C:18]([O:21][CH2:22][CH2:23][CH2:24][CH2:25][CH2:26][CH3:27])=[CH:17][N:16]=2)=[O:14])=[C:7]([CH:11]=1)[C:8]([OH:10])=[O:9])#[N:2]. (2) Given the reactants Cl[C:2]1[C:7]([CH:8]=[O:9])=[C:6]([NH:10][C:11]2[CH:16]=[CH:15][CH:14]=[CH:13][C:12]=2[F:17])[N:5]=[C:4]([S:18][CH3:19])[N:3]=1.[F:20][C:21]1[CH:26]=[CH:25][C:24](B(O)O)=[C:23]([CH3:30])[CH:22]=1, predict the reaction product. The product is: [F:20][C:21]1[CH:26]=[CH:25][C:24]([C:2]2[C:7]([CH:8]=[O:9])=[C:6]([NH:10][C:11]3[CH:16]=[CH:15][CH:14]=[CH:13][C:12]=3[F:17])[N:5]=[C:4]([S:18][CH3:19])[N:3]=2)=[C:23]([CH3:30])[CH:22]=1. (3) Given the reactants [O:1]=[C:2]1[CH2:8][CH2:7][CH2:6][N:5]([C:9]([O:11][C:12]([CH3:15])([CH3:14])[CH3:13])=[O:10])[CH2:4][CH2:3]1.C[Si]([N-][Si](C)(C)C)(C)C.[C:25](OCC)(=[O:31])[C:26]([O:28][CH2:29][CH3:30])=[O:27], predict the reaction product. The product is: [CH2:29]([O:28][C:26](=[O:27])[C:25]([CH:3]1[C:2](=[O:1])[CH2:8][CH2:7][CH2:6][N:5]([C:9]([O:11][C:12]([CH3:15])([CH3:14])[CH3:13])=[O:10])[CH2:4]1)=[O:31])[CH3:30]. (4) Given the reactants Cl[C:2]1[N:7]=[C:6]([N:8]2[CH2:13][CH2:12][O:11][CH2:10][CH2:9]2)[N:5]=[C:4]([N:14]2[C:18]3[CH:19]=[CH:20][CH:21]=[C:22]([O:23][CH3:24])[C:17]=3[N:16]=[C:15]2[CH:25]([F:27])[F:26])[N:3]=1.[NH2:28][CH:29]1[CH2:32][N:31]([C:33]([O:35][C:36]([CH3:39])([CH3:38])[CH3:37])=[O:34])[CH2:30]1, predict the reaction product. The product is: [F:26][CH:25]([F:27])[C:15]1[N:14]([C:4]2[N:5]=[C:6]([N:8]3[CH2:13][CH2:12][O:11][CH2:10][CH2:9]3)[N:7]=[C:2]([NH:28][CH:29]3[CH2:30][N:31]([C:33]([O:35][C:36]([CH3:39])([CH3:38])[CH3:37])=[O:34])[CH2:32]3)[N:3]=2)[C:18]2[CH:19]=[CH:20][CH:21]=[C:22]([O:23][CH3:24])[C:17]=2[N:16]=1. (5) Given the reactants [Br:1][C:2]1[C:11]2[O:10][C@@H:9]([CH2:12]OS(C3C=CC(C)=CC=3)(=O)=O)[CH2:8][N:7]([C:24]([O:26][C:27]([CH3:30])([CH3:29])[CH3:28])=[O:25])[C:6]=2[CH:5]=[CH:4][CH:3]=1.[N-:31]=[N+:32]=[N-:33].[Na+], predict the reaction product. The product is: [C:27]([O:26][C:24]([N:7]1[C:6]2[CH:5]=[CH:4][CH:3]=[C:2]([Br:1])[C:11]=2[O:10][C@@H:9]([CH2:12][N:31]=[N+:32]=[N-:33])[CH2:8]1)=[O:25])([CH3:30])([CH3:29])[CH3:28].